From a dataset of Catalyst prediction with 721,799 reactions and 888 catalyst types from USPTO. Predict which catalyst facilitates the given reaction. (1) Reactant: [CH:1]([C:3]1[CH:4]=[CH:5][C:6]2[C:7]([CH:11]=1)=NON=2)=O.[C:12]([O:18][CH3:19])(=[O:17])[CH2:13][C:14]([CH3:16])=[O:15].N1CCCCC1.[C:26]([OH:29])(=O)[CH3:27]. Product: [O:29]1[C:26]2[CH:27]=[CH:1][C:3]([CH:11]=[C:13]([C:14](=[O:15])[CH3:16])[C:12]([O:18][CH3:19])=[O:17])=[CH:4][C:5]=2[CH:6]=[CH:7]1. The catalyst class is: 48. (2) Reactant: [C:1]([C:3]1[N:14]=[C:13]([C:15]([F:18])([F:17])[F:16])[CH:12]=[CH:11][C:4]=1[C:5]([N:7]([O:9][CH3:10])[CH3:8])=[O:6])#[CH:2].CO. Product: [CH2:1]([C:3]1[N:14]=[C:13]([C:15]([F:18])([F:16])[F:17])[CH:12]=[CH:11][C:4]=1[C:5]([N:7]([O:9][CH3:10])[CH3:8])=[O:6])[CH3:2]. The catalyst class is: 45. (3) Reactant: Br[C:2]1[CH:7]=[C:6]([NH:8][C:9](=[O:18])[C:10]2[C:15]([Cl:16])=[CH:14][CH:13]=[CH:12][C:11]=2[Cl:17])[CH:5]=[CH:4][N:3]=1.[NH2:19][C:20]1[O:21][CH:22]=[CH:23][N:24]=1.CC1(C)C2C(=C(P(C3C=CC=CC=3)C3C=CC=CC=3)C=CC=2)OC2C(P(C3C=CC=CC=3)C3C=CC=CC=3)=CC=CC1=2.C([O-])([O-])=O.[Cs+].[Cs+]. Product: [Cl:17][C:11]1[CH:12]=[CH:13][CH:14]=[C:15]([Cl:16])[C:10]=1[C:9]([NH:8][C:6]1[CH:5]=[CH:4][N:3]=[C:2]([NH:19][C:20]2[O:21][CH:22]=[CH:23][N:24]=2)[CH:7]=1)=[O:18]. The catalyst class is: 102. (4) Reactant: [C:1]([O:5][C:6]([NH:8][CH2:9][C@H:10]1[CH2:15][CH2:14][C@H:13]([C:16]([NH:18][C@H:19]([C:37](=[O:50])[NH:38][C:39]2[CH:44]=[CH:43][C:42]([C:45]3[N:46]=[N:47][NH:48][N:49]=3)=[CH:41][CH:40]=2)[CH2:20][C:21]2[CH:26]=[CH:25][C:24]([C:27]3[CH:32]=[CH:31][C:30]([C:33]([OH:35])=O)=[CH:29][C:28]=3[CH3:36])=[CH:23][CH:22]=2)=[O:17])[CH2:12][CH2:11]1)=[O:7])([CH3:4])([CH3:3])[CH3:2].[CH:51]1([NH2:55])[CH2:54][CH2:53][CH2:52]1.C(N(CC)C(C)C)(C)C.F[P-](F)(F)(F)(F)F.CN(C(ON1C2=NC=CC=C2N=N1)=[N+](C)C)C. Product: [CH:51]1([NH:55][C:33]([C:30]2[CH:31]=[CH:32][C:27]([C:24]3[CH:25]=[CH:26][C:21]([CH2:20][C@H:19]([NH:18][C:16]([C@H:13]4[CH2:12][CH2:11][C@H:10]([CH2:9][NH:8][C:6](=[O:7])[O:5][C:1]([CH3:3])([CH3:2])[CH3:4])[CH2:15][CH2:14]4)=[O:17])[C:37](=[O:50])[NH:38][C:39]4[CH:44]=[CH:43][C:42]([C:45]5[NH:46][N:47]=[N:48][N:49]=5)=[CH:41][CH:40]=4)=[CH:22][CH:23]=3)=[C:28]([CH3:36])[CH:29]=2)=[O:35])[CH2:54][CH2:53][CH2:52]1. The catalyst class is: 9. (5) Reactant: CO[C:3](=[O:25])[CH2:4][N:5]1[C:9](=[O:10])[N:8]([CH2:11][C@H:12]([OH:17])[C:13]([F:16])([F:15])[F:14])[C:7]([C:18]2[CH:23]=[CH:22][C:21]([Cl:24])=[CH:20][CH:19]=2)=[N:6]1.O.[NH2:27][NH2:28]. Product: [Cl:24][C:21]1[CH:20]=[CH:19][C:18]([C:7]2[N:8]([CH2:11][C@H:12]([OH:17])[C:13]([F:16])([F:14])[F:15])[C:9](=[O:10])[N:5]([CH2:4][C:3]([NH:27][NH2:28])=[O:25])[N:6]=2)=[CH:23][CH:22]=1. The catalyst class is: 8. (6) Reactant: [Cl:1][C:2]1[CH:7]=[CH:6][C:5]([N:8]2[C:13](=[O:14])[C:12]3[CH:15]=[N:16][N:17]([C:18]4[CH:19]=[C:20]([NH:24][S:25]([CH3:28])(=[O:27])=[O:26])[CH:21]=[CH:22][CH:23]=4)[C:11]=3[N:10]=[C:9]2[C:29]2[CH:34]=[CH:33][C:32](B3OC(C)(C)C(C)(C)O3)=[CH:31][CH:30]=2)=[CH:4][CH:3]=1.Br[C:45]1[N:50]=[CH:49][CH:48]=[CH:47][N:46]=1.C(=O)([O-])[O-].[Cs+].[Cs+]. Product: [Cl:1][C:2]1[CH:7]=[CH:6][C:5]([N:8]2[C:13](=[O:14])[C:12]3[CH:15]=[N:16][N:17]([C:18]4[CH:19]=[C:20]([NH:24][S:25]([CH3:28])(=[O:26])=[O:27])[CH:21]=[CH:22][CH:23]=4)[C:11]=3[N:10]=[C:9]2[C:29]2[CH:34]=[CH:33][C:32]([C:45]3[N:50]=[CH:49][CH:48]=[CH:47][N:46]=3)=[CH:31][CH:30]=2)=[CH:4][CH:3]=1. The catalyst class is: 423. (7) Reactant: [CH3:1][O:2][C:3](=[O:32])[C:4]1[CH:9]=[CH:8][C:7]([O:10][C:11]2[CH:16]=[CH:15][C:14]([CH2:17][C@H:18]([NH:21][CH2:22][C@@H:23]([C:25]3[CH:30]=[CH:29][CH:28]=[C:27]([Cl:31])[CH:26]=3)[OH:24])[CH2:19][OH:20])=[CH:13][CH:12]=2)=[N:6][CH:5]=1.[ClH:33]. Product: [ClH:31].[ClH:33].[CH3:1][O:2][C:3](=[O:32])[C:4]1[CH:9]=[CH:8][C:7]([O:10][C:11]2[CH:12]=[CH:13][C:14]([CH2:17][C@H:18]([NH:21][CH2:22][C@@H:23]([C:25]3[CH:30]=[CH:29][CH:28]=[C:27]([Cl:31])[CH:26]=3)[OH:24])[CH2:19][OH:20])=[CH:15][CH:16]=2)=[N:6][CH:5]=1. The catalyst class is: 71.